This data is from Reaction yield outcomes from USPTO patents with 853,638 reactions. The task is: Predict the reaction yield, written as a fraction of the theoretical maximum amount of product (1.0 means a 100% yield; for example, 0.34 means a 34% yield). (1) The reactants are Br[C:2]1[CH:7]=[CH:6][C:5]([CH:8]([NH:13][C:14](=[O:25])[C:15]2[CH:20]=[CH:19][C:18]([C:21]([CH3:24])([CH3:23])[CH3:22])=[CH:17][CH:16]=2)[C:9]([O:11][CH3:12])=[O:10])=[CH:4][CH:3]=1.CC([O-])=O.[K+].[CH3:31][C:32]1([CH3:48])[C:36]([CH3:38])([CH3:37])[O:35][B:34]([B:34]2[O:35][C:36]([CH3:38])([CH3:37])[C:32]([CH3:48])([CH3:31])[O:33]2)[O:33]1. The catalyst is CS(C)=O. The product is [C:21]([C:18]1[CH:19]=[CH:20][C:15]([C:14]([NH:13][CH:8]([C:5]2[CH:6]=[CH:7][C:2]([B:34]3[O:35][C:36]([CH3:38])([CH3:37])[C:32]([CH3:48])([CH3:31])[O:33]3)=[CH:3][CH:4]=2)[C:9]([O:11][CH3:12])=[O:10])=[O:25])=[CH:16][CH:17]=1)([CH3:24])([CH3:23])[CH3:22]. The yield is 0.310. (2) The reactants are [NH2:1][CH2:2][C:3]([CH3:10])([CH3:9])[C:4]([O:6][CH2:7][CH3:8])=[O:5].[CH2:11]([N:18]=[C:19]=[O:20])[C:12]1[CH:17]=[CH:16][CH:15]=[CH:14][CH:13]=1. No catalyst specified. The product is [CH2:11]([NH:18][C:19](=[O:20])[NH:1][CH2:2][C:3]([CH3:10])([CH3:9])[C:4]([O:6][CH2:7][CH3:8])=[O:5])[C:12]1[CH:17]=[CH:16][CH:15]=[CH:14][CH:13]=1. The yield is 0.300. (3) The reactants are [CH:1]([N:4]1[CH:8]=[N:7][C:6]([CH3:9])=[N:5]1)([CH3:3])[CH3:2].C(N1C(C)=NC=N1)(C)C.C([Li])CCC.[Br:24][C:25]1[C:26]([CH3:40])=[CH:27][C:28]2[O:37][CH2:36][CH2:35][N:34]3[C:30](=[N:31][C:32](I)=[CH:33]3)[C:29]=2[CH:39]=1. The catalyst is C1COCC1.[Cl-].[Zn+2].[Cl-].C1C=CC([P]([Pd]([P](C2C=CC=CC=2)(C2C=CC=CC=2)C2C=CC=CC=2)([P](C2C=CC=CC=2)(C2C=CC=CC=2)C2C=CC=CC=2)[P](C2C=CC=CC=2)(C2C=CC=CC=2)C2C=CC=CC=2)(C2C=CC=CC=2)C2C=CC=CC=2)=CC=1. The product is [Br:24][C:25]1[C:26]([CH3:40])=[CH:27][C:28]2[O:37][CH2:36][CH2:35][N:34]3[C:30](=[N:31][C:32]([C:8]4[N:4]([CH:1]([CH3:3])[CH3:2])[N:5]=[C:6]([CH3:9])[N:7]=4)=[CH:33]3)[C:29]=2[CH:39]=1. The yield is 0.350. (4) The reactants are Br[C:2]1[C:7]([F:8])=[CH:6][C:5]([N:9]2[C:18]3[C:13](=[CH:14][C:15]([S:19]([N:22]([C:32]4[CH:36]=[CH:35][O:34][N:33]=4)[CH2:23][C:24]4[CH:29]=[CH:28][C:27]([O:30][CH3:31])=[CH:26][CH:25]=4)(=[O:21])=[O:20])=[CH:16][CH:17]=3)[CH:12]=[CH:11][C:10]2=[O:37])=[C:4]([O:38][CH3:39])[CH:3]=1.[OH:40][C:41]1[CH:46]=[C:45]([CH3:47])[CH:44]=[CH:43][N:42]=1.C(=O)([O-])[O-].[Cs+].[Cs+].CN(C)[C@@H]1CCCC[C@H]1N.N#N. The catalyst is [Cu]I.O1CCOCC1. The product is [F:8][C:7]1[C:2]([N:42]2[CH:43]=[CH:44][C:45]([CH3:47])=[CH:46][C:41]2=[O:40])=[CH:3][C:4]([O:38][CH3:39])=[C:5]([N:9]2[C:18]3[C:13](=[CH:14][C:15]([S:19]([N:22]([C:32]4[CH:36]=[CH:35][O:34][N:33]=4)[CH2:23][C:24]4[CH:25]=[CH:26][C:27]([O:30][CH3:31])=[CH:28][CH:29]=4)(=[O:20])=[O:21])=[CH:16][CH:17]=3)[CH:12]=[CH:11][C:10]2=[O:37])[CH:6]=1. The yield is 0.0350.